Dataset: Forward reaction prediction with 1.9M reactions from USPTO patents (1976-2016). Task: Predict the product of the given reaction. (1) Given the reactants ClC(Cl)(O[C:5](=[O:11])OC(Cl)(Cl)Cl)Cl.[CH3:13][O:14][C:15]([NH:17][NH:18][CH:19]([CH3:21])[CH3:20])=[O:16].CCN(C(C)C)C(C)C.[Br:31][C:32]1[CH:37]=[CH:36][C:35]([C:38]2[NH:42][C:41]([CH:43]3[CH2:47][CH2:46][CH2:45][NH:44]3)=[N:40][CH:39]=2)=[CH:34][CH:33]=1, predict the reaction product. The product is: [CH3:13][O:14][C:15]([NH:17][N:18]([C:5]([N:44]1[CH2:45][CH2:46][CH2:47][CH:43]1[C:41]1[NH:42][C:38]([C:35]2[CH:36]=[CH:37][C:32]([Br:31])=[CH:33][CH:34]=2)=[CH:39][N:40]=1)=[O:11])[CH:19]([CH3:21])[CH3:20])=[O:16]. (2) Given the reactants C([SiH2][O:6][C:7](C)(C)[C:8]1([C:13]#[C:14][C:15]2[CH:16]=[CH:17][C:18]3[N:22]=[C:21]([CH3:23])[N:20]([C:24]4[N:29]=[CH:28][N:27]=[C:26]([NH2:30])[N:25]=4)[C:19]=3[CH:31]=2)[CH2:12][CH2:11][CH2:10][CH2:9]1)(C)(C)C.CCCC[N+](CCCC)(CCCC)CCCC.[F-].O, predict the reaction product. The product is: [NH2:30][C:26]1[N:27]=[CH:28][N:29]=[C:24]([N:20]2[C:19]3[CH:31]=[C:15]([C:14]#[C:13][C:8]4([CH2:7][OH:6])[CH2:9][CH2:10][CH2:11][CH2:12]4)[CH:16]=[CH:17][C:18]=3[N:22]=[C:21]2[CH3:23])[N:25]=1. (3) Given the reactants [Cl:1][C:2]1[CH:3]=[C:4]([CH:16]=[CH:17][CH:18]=1)[O:5][C:6]1[C:11]([F:12])=[CH:10][C:9]([CH2:13][OH:14])=[CH:8][C:7]=1[F:15].Cl[C:20]1[CH:31]=[C:24]2[N:25]([CH3:30])[C@@H:26]([CH3:29])[CH2:27][CH2:28][N:23]2[C:22](=[O:32])[N:21]=1, predict the reaction product. The product is: [Cl:1][C:2]1[CH:3]=[C:4]([CH:16]=[CH:17][CH:18]=1)[O:5][C:6]1[C:11]([F:12])=[CH:10][C:9]([CH2:13][O:14][C:20]2[CH:31]=[C:24]3[N:25]([CH3:30])[C@@H:26]([CH3:29])[CH2:27][CH2:28][N:23]3[C:22](=[O:32])[N:21]=2)=[CH:8][C:7]=1[F:15].